From a dataset of Reaction yield outcomes from USPTO patents with 853,638 reactions. Predict the reaction yield, written as a fraction of the theoretical maximum amount of product (1.0 means a 100% yield; for example, 0.34 means a 34% yield). The reactants are [H-].[Na+].[Cl:3][C:4]1[C:5]2[CH:12]=[CH:11][NH:10][C:6]=2[N:7]=[CH:8][N:9]=1.[CH:13]([Si:16](Cl)([CH:20]([CH3:22])[CH3:21])[CH:17]([CH3:19])[CH3:18])([CH3:15])[CH3:14]. The catalyst is O1CCCC1. The product is [Cl:3][C:4]1[C:5]2[CH:12]=[CH:11][N:10]([Si:16]([CH:20]([CH3:22])[CH3:21])([CH:17]([CH3:19])[CH3:18])[CH:13]([CH3:15])[CH3:14])[C:6]=2[N:7]=[CH:8][N:9]=1. The yield is 0.990.